Predict the product of the given reaction. From a dataset of Forward reaction prediction with 1.9M reactions from USPTO patents (1976-2016). (1) Given the reactants N12CCCN=C1CCCCC2.Cl.[NH2:13][CH2:14][C:15]1[CH:23]=[CH:22][CH:21]=[C:20]2[C:16]=1[C:17](=[O:33])[N:18]([CH:25]1[CH2:30][CH2:29][C:28](=[O:31])[NH:27][C:26]1=[O:32])[C:19]2=[O:24].[C:34](Cl)(=[O:41])[C:35]1[CH:40]=[CH:39][CH:38]=[N:37][CH:36]=1, predict the reaction product. The product is: [O:32]=[C:26]1[CH:25]([N:18]2[C:17](=[O:33])[C:16]3[C:20](=[CH:21][CH:22]=[CH:23][C:15]=3[CH2:14][NH:13][C:34]([C:35]3[CH:36]=[N:37][CH:38]=[CH:39][CH:40]=3)=[O:41])[C:19]2=[O:24])[CH2:30][CH2:29][C:28](=[O:31])[NH:27]1. (2) Given the reactants [CH3:1][C:2]1([C:14]2[CH:19]=[CH:18][CH:17]=[CH:16][CH:15]=2)[CH:6]=[CH:5][CH2:4][N:3]1[C:7]([O:9][C:10]([CH3:13])([CH3:12])[CH3:11])=[O:8].[OH2:20].[OH-].[Na+].OO, predict the reaction product. The product is: [OH:20][CH:5]1[CH2:4][N:3]([C:7]([O:9][C:10]([CH3:11])([CH3:12])[CH3:13])=[O:8])[C:2]([CH3:1])([C:14]2[CH:19]=[CH:18][CH:17]=[CH:16][CH:15]=2)[CH2:6]1. (3) The product is: [CH3:28][S:25]([C:22]1[CH:23]=[CH:24][C:19]([C:17]2[CH:18]=[C:13]3[CH2:12][CH:11]([CH:8]4[CH2:7][CH2:6][N:5]([C:3]5[N:4]=[C:30]([CH2:31][CH2:32][CH3:33])[O:1][N:2]=5)[CH2:10][CH2:9]4)[O:29][C:14]3=[CH:15][N:16]=2)=[CH:20][CH:21]=1)(=[O:27])=[O:26]. Given the reactants [OH:1][NH:2][C:3]([N:5]1[CH2:10][CH2:9][CH:8]([CH:11]2[O:29][C:14]3=[CH:15][N:16]=[C:17]([C:19]4[CH:24]=[CH:23][C:22]([S:25]([CH3:28])(=[O:27])=[O:26])=[CH:21][CH:20]=4)[CH:18]=[C:13]3[CH2:12]2)[CH2:7][CH2:6]1)=[NH:4].[C:30](Cl)(=O)[CH2:31][CH2:32][CH3:33], predict the reaction product.